From a dataset of Reaction yield outcomes from USPTO patents with 853,638 reactions. Predict the reaction yield, written as a fraction of the theoretical maximum amount of product (1.0 means a 100% yield; for example, 0.34 means a 34% yield). (1) The reactants are [CH3:1][CH:2]([NH:4][C:5]([C@@H:7]1[CH2:11][CH2:10][CH2:9][N:8]1C(OCC1C=CC=CC=1)=O)=[O:6])[CH3:3].[H][H]. The catalyst is CO.[Pd]. The product is [CH3:3][CH:2]([NH:4][C:5]([C@@H:7]1[CH2:11][CH2:10][CH2:9][NH:8]1)=[O:6])[CH3:1]. The yield is 0.930. (2) The reactants are CCN(C(C)C)C(C)C.CC([O:14][C:15]([N:17]1[CH2:22][CH2:21][O:20][CH2:19][C@@H:18]1[C:23]([OH:25])=O)=[O:16])(C)C.CN(C(ON1N=NC2C=CC=NC1=2)=[N+](C)C)C.F[P-](F)(F)(F)(F)F.[NH2:50][CH2:51][C:52]1[CH:53]=[C:54]([CH2:58][N:59]2[C:67]3[C:62](=[C:63]([CH:68]([OH:70])[CH3:69])[CH:64]=[CH:65][CH:66]=3)[C:61]([NH:71][S:72]([C:75]3[S:76][C:77]([Cl:80])=[CH:78][CH:79]=3)(=[O:74])=[O:73])=[N:60]2)[CH:55]=[CH:56][CH:57]=1.Cl.O1CCOCC1. The catalyst is C(Cl)Cl. The product is [CH:15]([OH:16])=[O:14].[Cl:80][C:77]1[S:76][C:75]([S:72]([NH:71][C:61]2[C:62]3[C:67](=[CH:66][CH:65]=[CH:64][C:63]=3[CH:68]([OH:70])[CH3:69])[N:59]([CH2:58][C:54]3[CH:53]=[C:52]([CH2:51][NH:50][C:23]([C@H:18]4[CH2:19][O:20][CH2:21][CH2:22][NH:17]4)=[O:25])[CH:57]=[CH:56][CH:55]=3)[N:60]=2)(=[O:73])=[O:74])=[CH:79][CH:78]=1. The yield is 0.580.